From a dataset of Full USPTO retrosynthesis dataset with 1.9M reactions from patents (1976-2016). Predict the reactants needed to synthesize the given product. Given the product [I:18][C:19]1[CH:24]=[CH:23][C:22]([O:25][CH3:26])=[CH:21][C:20]=1[S:27][C:2]1[N:3]([CH2:13][CH2:14][CH2:15][C:16]#[CH:17])[C:4]2[C:9]([N:10]=1)=[C:8]([NH2:11])[N:7]=[C:6]([NH2:12])[N:5]=2, predict the reactants needed to synthesize it. The reactants are: Br[C:2]1[N:3]([CH2:13][CH2:14][CH2:15][C:16]#[CH:17])[C:4]2[C:9]([N:10]=1)=[C:8]([NH2:11])[N:7]=[C:6]([NH2:12])[N:5]=2.[I:18][C:19]1[CH:24]=[CH:23][C:22]([O:25][CH3:26])=[CH:21][C:20]=1[SH:27].CC([O-])(C)C.[K+].